This data is from Reaction yield outcomes from USPTO patents with 853,638 reactions. The task is: Predict the reaction yield, written as a fraction of the theoretical maximum amount of product (1.0 means a 100% yield; for example, 0.34 means a 34% yield). (1) The reactants are [CH3:1][O:2][C:3](=[O:50])[NH:4][CH:5]([CH:46]([O:48][CH3:49])[CH3:47])[C:6]([N:8]1[CH2:12][CH:11]([CH2:13][O:14][CH3:15])[CH2:10][CH:9]1[C:16]1[NH:20][C:19]2[C:21]3[C:26]([CH:27]=[CH:28][C:18]=2[N:17]=1)=[CH:25][C:24]1[C:29]2[C:34]([CH2:35][O:36][C:23]=1[CH:22]=3)=[CH:33][C:32](B1OC(C)(C)C(C)(C)O1)=[CH:31][CH:30]=2)=[O:7].I[C:52]1[NH:56][C:55]([C@@H:57]2[CH2:61][CH2:60][CH2:59][N:58]2[C:62]([O:64][C:65]([CH3:68])([CH3:67])[CH3:66])=[O:63])=[N:54][CH:53]=1.C(=O)([O-])[O-].[K+].[K+]. The catalyst is CS(C)=O.O1CCOCC1.C1C=CC([P]([Pd]([P](C2C=CC=CC=2)(C2C=CC=CC=2)C2C=CC=CC=2)([P](C2C=CC=CC=2)(C2C=CC=CC=2)C2C=CC=CC=2)[P](C2C=CC=CC=2)(C2C=CC=CC=2)C2C=CC=CC=2)(C2C=CC=CC=2)C2C=CC=CC=2)=CC=1.C1C=CC(P(C2C=CC=CC=2)[C-]2C=CC=C2)=CC=1.C1C=CC(P(C2C=CC=CC=2)[C-]2C=CC=C2)=CC=1.Cl[Pd]Cl.[Fe+2]. The product is [CH3:1][O:2][C:3]([NH:4][C@H:5]([C:6]([N:8]1[CH2:12][C@@H:11]([CH2:13][O:14][CH3:15])[CH2:10][C@H:9]1[C:16]1[NH:20][C:19]2[C:21]3[C:26]([CH:27]=[CH:28][C:18]=2[N:17]=1)=[CH:25][C:24]1[C:29]2[C:34]([CH2:35][O:36][C:23]=1[CH:22]=3)=[CH:33][C:32]([C:52]1[NH:56][C:55]([C@@H:57]3[CH2:61][CH2:60][CH2:59][N:58]3[C:62]([O:64][C:65]([CH3:68])([CH3:67])[CH3:66])=[O:63])=[N:54][CH:53]=1)=[CH:31][CH:30]=2)=[O:7])[C@@H:46]([CH3:47])[O:48][CH3:49])=[O:50]. The yield is 0.0700. (2) The reactants are [Br:1][C:2]1[CH:3]=[C:4]([N+:9]([O-:11])=[O:10])[C:5](Cl)=[N:6][CH:7]=1.[CH3:12][O-:13].[Na+]. The catalyst is CO. The product is [Br:1][C:2]1[CH:3]=[C:4]([N+:9]([O-:11])=[O:10])[C:5]([O:13][CH3:12])=[N:6][CH:7]=1. The yield is 0.734.